This data is from Full USPTO retrosynthesis dataset with 1.9M reactions from patents (1976-2016). The task is: Predict the reactants needed to synthesize the given product. Given the product [O:30]=[C:31]1[N:37]([CH:38]2[CH2:39][CH2:40][N:41]([C:44]([O:46][C@H:47]([CH2:48][C:49]3[CH:54]=[C:53]([C:55]([F:57])([F:58])[F:56])[C:52]([NH2:59])=[C:51]([Cl:60])[CH:50]=3)[C:61]([N:91]3[CH2:92][CH2:93][CH:88]([N:68]4[CH2:69][CH2:70][CH:71]([N:74]([C:75]([O:77][CH2:23][CH3:24])=[O:76])[CH2:82][C:83]([O:85][C:15]([CH3:14])([CH3:10])[CH3:94])=[O:84])[CH2:72][CH2:73]4)[CH2:89][CH2:90]3)=[O:62])=[O:45])[CH2:42][CH2:43]2)[CH2:36][CH2:35][C:34]2[CH:64]=[CH:65][CH:66]=[CH:67][C:33]=2[NH:32]1, predict the reactants needed to synthesize it. The reactants are: CN(C(ON1N=NC2C=C[CH:14]=[CH:15][C:10]1=2)=[N+](C)C)C.[B-](F)(F)(F)F.[CH2:23](N(CC)CC)[CH3:24].[O:30]=[C:31]1[N:37]([CH:38]2[CH2:43][CH2:42][N:41]([C:44]([O:46][C@@H:47]([C:61](O)=[O:62])[CH2:48][C:49]3[CH:54]=[C:53]([C:55]([F:58])([F:57])[F:56])[C:52]([NH2:59])=[C:51]([Cl:60])[CH:50]=3)=[O:45])[CH2:40][CH2:39]2)[CH2:36][CH2:35][C:34]2[CH:64]=[CH:65][CH:66]=[CH:67][C:33]=2[NH:32]1.[N:68]1([CH:88]2[CH2:93][CH2:92][NH:91][CH2:90][CH2:89]2)[CH2:73][CH2:72][CH:71]([N:74]([CH2:82][C:83]([O:85]CC)=[O:84])[C:75]([O:77]C(C)(C)C)=[O:76])[CH2:70][CH2:69]1.[CH3:94]N(C=O)C.